This data is from Forward reaction prediction with 1.9M reactions from USPTO patents (1976-2016). The task is: Predict the product of the given reaction. (1) Given the reactants [C:1]([O:5][C:6]([N:8]1[CH2:11][C:10]([C:19]#[N:20])([N:12](CC=C)CC=C)[CH2:9]1)=[O:7])([CH3:4])([CH3:3])[CH3:2].CN1C(=O)CC(=O)N(C)C1=O.C(=O)(O)[O-].[Na+], predict the reaction product. The product is: [C:1]([O:5][C:6]([N:8]1[CH2:9][C:10]([NH2:12])([C:19]#[N:20])[CH2:11]1)=[O:7])([CH3:4])([CH3:2])[CH3:3]. (2) Given the reactants [F:1][C:2]([F:10])([F:9])[C:3]([C:5]([F:8])([F:7])[F:6])=[O:4].[CH3:11][OH:12], predict the reaction product. The product is: [CH3:11][O:12][C:3]([OH:4])([C:5]([F:8])([F:7])[F:6])[C:2]([F:10])([F:9])[F:1]. (3) Given the reactants [Cl:1][C:2]1[CH:7]=[CH:6][C:5]([C@H:8]2[N:15]3[C:11]([S:12][C:13]([C:19]([N:21]4[C@H:28]([CH3:29])[CH2:27][CH2:26][C@H:22]4[C:23](O)=[O:24])=[O:20])=[C:14]3[CH:16]([CH3:18])[CH3:17])=[N:10][C@:9]2([C:31]2[CH:36]=[CH:35][C:34]([Cl:37])=[CH:33][CH:32]=2)[CH3:30])=[CH:4][CH:3]=1.[CH3:38][N:39]1[CH2:44][CH2:43][NH:42][CH2:41][C@H:40]1[CH3:45], predict the reaction product. The product is: [Cl:1][C:2]1[CH:3]=[CH:4][C:5]([C@H:8]2[N:15]3[C:11]([S:12][C:13]([C:19]([N:21]4[C@H:28]([CH3:29])[CH2:27][CH2:26][C@H:22]4[C:23]([N:42]4[CH2:43][CH2:44][N:39]([CH3:38])[C@H:40]([CH3:45])[CH2:41]4)=[O:24])=[O:20])=[C:14]3[CH:16]([CH3:18])[CH3:17])=[N:10][C@:9]2([C:31]2[CH:32]=[CH:33][C:34]([Cl:37])=[CH:35][CH:36]=2)[CH3:30])=[CH:6][CH:7]=1. (4) Given the reactants [C:1]1([OH:7])[CH:6]=[CH:5][CH:4]=[CH:3][CH:2]=1.[H-].[Na+].Cl[C:11]1[N:16]=[C:15]([NH:17][CH3:18])[C:14]([N+:19]([O-])=O)=[CH:13][CH:12]=1.[C:22](O)(=O)[CH2:23][OH:24].C(=O)(O)[O-].[Na+], predict the reaction product. The product is: [CH3:18][N:17]1[C:15]2=[N:16][C:11]([O:7][C:1]3[CH:6]=[CH:5][CH:4]=[CH:3][CH:2]=3)=[CH:12][CH:13]=[C:14]2[N:19]=[C:22]1[CH2:23][OH:24]. (5) Given the reactants F[C:2]1[CH:10]=[CH:9][C:5]([C:6]([OH:8])=[O:7])=[CH:4][C:3]=1[N+:11]([O-:13])=[O:12].[CH3:14][NH:15][CH3:16], predict the reaction product. The product is: [CH3:14][N:15]([CH3:16])[C:2]1[CH:10]=[CH:9][C:5]([C:6]([OH:8])=[O:7])=[CH:4][C:3]=1[N+:11]([O-:13])=[O:12].